From a dataset of Reaction yield outcomes from USPTO patents with 853,638 reactions. Predict the reaction yield, written as a fraction of the theoretical maximum amount of product (1.0 means a 100% yield; for example, 0.34 means a 34% yield). (1) The reactants are [Cl:1][C:2]1[CH:7]=[CH:6][N:5]=[C:4]([N:8]2[CH2:13][CH2:12][N:11](C(OC(C)(C)C)=O)[CH2:10][CH2:9]2)[N:3]=1.[F:21][C:22]1[CH:23]=[C:24](B(O)O)[CH:25]=[C:26]([F:28])[CH:27]=1. No catalyst specified. The product is [ClH:1].[ClH:1].[F:21][C:22]1[CH:23]=[C:24]([C:2]2[CH:7]=[CH:6][N:5]=[C:4]([N:8]3[CH2:9][CH2:10][NH:11][CH2:12][CH2:13]3)[N:3]=2)[CH:25]=[C:26]([F:28])[CH:27]=1. The yield is 0.950. (2) The reactants are [Si]([O:8][C@@H:9]1[C@@:36]2([CH3:37])[C:13](=[CH:14][CH:15]=[C:16]3[C@@H:35]2[CH2:34][CH2:33][C@@:32]2([CH3:38])[C@H:17]3[CH2:18][CH:19]=[C:20]2[C@@H:21]([S:23][CH2:24][C@@H:25]([OH:31])[CH:26]([CH2:29][CH3:30])[CH2:27][CH3:28])[CH3:22])[CH2:12][C@@H:11]([O:39][Si](C(C)(C)C)(C)C)[CH2:10]1)(C(C)(C)C)(C)C.[F-].C([N+](CCCC)(CCCC)CCCC)CCC. The catalyst is O1CCCC1. The product is [OH:8][C@@H:9]1[C@@:36]2([CH3:37])[C:13](=[CH:14][CH:15]=[C:16]3[C@@H:35]2[CH2:34][CH2:33][C@@:32]2([CH3:38])[C@H:17]3[CH2:18][CH:19]=[C:20]2[C@@H:21]([S:23][CH2:24][C@@H:25]([OH:31])[CH:26]([CH2:27][CH3:28])[CH2:29][CH3:30])[CH3:22])[CH2:12][C@@H:11]([OH:39])[CH2:10]1. The yield is 0.960. (3) The reactants are [C:1]([O:5][C:6](=[O:20])[C@@H:7]([NH:11][CH2:12][C:13]1[CH:18]=[CH:17][CH:16]=[CH:15][C:14]=1[NH2:19])[CH:8]([CH3:10])[CH3:9])([CH3:4])([CH3:3])[CH3:2].[C:21](N1C=CN=C1)(N1C=CN=C1)=[O:22]. The catalyst is C1COCC1. The product is [C:1]([O:5][C:6](=[O:20])[C@@H:7]([N:11]1[CH2:12][C:13]2[C:14](=[CH:15][CH:16]=[CH:17][CH:18]=2)[NH:19][C:21]1=[O:22])[CH:8]([CH3:10])[CH3:9])([CH3:3])([CH3:4])[CH3:2]. The yield is 0.380. (4) The reactants are Br[C:2]1[N:7]=[CH:6][CH:5]=[CH:4][N:3]=1.[Cl:8][C:9]1[CH:14]=[C:13](B(O)O)[C:12]([Cl:18])=[CH:11][N:10]=1.C([O-])([O-])=O.[K+].[K+]. The catalyst is C1C=CC([P]([Pd]([P](C2C=CC=CC=2)(C2C=CC=CC=2)C2C=CC=CC=2)([P](C2C=CC=CC=2)(C2C=CC=CC=2)C2C=CC=CC=2)[P](C2C=CC=CC=2)(C2C=CC=CC=2)C2C=CC=CC=2)(C2C=CC=CC=2)C2C=CC=CC=2)=CC=1.C1(C)C=CC=CC=1.CCO. The product is [Cl:8][C:9]1[CH:14]=[C:13]([C:2]2[N:7]=[CH:6][CH:5]=[CH:4][N:3]=2)[C:12]([Cl:18])=[CH:11][N:10]=1. The yield is 0.210. (5) The reactants are [NH2:1][C:2]1[CH:30]=[CH:29][C:5]([O:6][C:7]2[CH:12]=[CH:11][N:10]=[C:9]([NH:13][C:14]([N:16]3[CH2:21][CH2:20][N:19]([CH:22]4[CH2:27][CH2:26][N:25]([CH3:28])[CH2:24][CH2:23]4)[CH2:18][CH2:17]3)=[O:15])[CH:8]=2)=[CH:4][CH:3]=1.C12(CS(O)(=O)=O)C(C)(C)C(CC1)CC2=O.[C:46]1([CH2:52][C:53]([N:55]=[C:56]=[S:57])=[O:54])[CH:51]=[CH:50][CH:49]=[CH:48][CH:47]=1. The catalyst is C(O)C.C1(C)C=CC=CC=1. The product is [CH3:28][N:25]1[CH2:24][CH2:23][CH:22]([N:19]2[CH2:18][CH2:17][N:16]([C:14]([NH:13][C:9]3[CH:8]=[C:7]([O:6][C:5]4[CH:4]=[CH:3][C:2]([NH:1][C:56]([NH:55][C:53](=[O:54])[CH2:52][C:46]5[CH:47]=[CH:48][CH:49]=[CH:50][CH:51]=5)=[S:57])=[CH:30][CH:29]=4)[CH:12]=[CH:11][N:10]=3)=[O:15])[CH2:21][CH2:20]2)[CH2:27][CH2:26]1. The yield is 0.330. (6) The reactants are FC1C=CC(CNC)=CC=1.[CH3:11][NH:12][CH2:13][CH2:14][C:15]1[CH:20]=[CH:19][CH:18]=[CH:17][N:16]=1.[F:21][C:22]1[CH:44]=[CH:43][C:25]([CH2:26][NH:27][C:28]([C:30]2[S:34][C:33]([C:35]3[CH:40]=[N:39][CH:38]=[C:37](I)[N:36]=3)=[N:32][C:31]=2[CH3:42])=[O:29])=[CH:24][CH:23]=1. The product is [F:21][C:22]1[CH:44]=[CH:43][C:25]([CH2:26][NH:27][C:28]([C:30]2[S:34][C:33]([C:35]3[CH:40]=[N:39][CH:38]=[C:37]([N:12]([CH3:11])[CH2:13][CH2:14][C:15]4[CH:20]=[CH:19][CH:18]=[CH:17][N:16]=4)[N:36]=3)=[N:32][C:31]=2[CH3:42])=[O:29])=[CH:24][CH:23]=1. No catalyst specified. The yield is 0.750. (7) The reactants are [OH-].[Na+].C[O:4][C:5](=[O:17])[C:6]1[CH:11]=[CH:10][C:9]([O:12][CH2:13][CH:14]2[CH2:16][CH2:15]2)=[CH:8][CH:7]=1. The catalyst is CO. The product is [CH:14]1([CH2:13][O:12][C:9]2[CH:10]=[CH:11][C:6]([C:5]([OH:17])=[O:4])=[CH:7][CH:8]=2)[CH2:16][CH2:15]1. The yield is 0.966. (8) The catalyst is C1COCC1.Cl.O. The yield is 0.600. The product is [Cl:1][C:2]1[CH:3]=[C:4]([CH:5]([OH:6])[C:12]([F:14])([F:13])[F:11])[CH:7]=[C:8]([Cl:10])[CH:9]=1. The reactants are [Cl:1][C:2]1[CH:3]=[C:4]([CH:7]=[C:8]([Cl:10])[CH:9]=1)[CH:5]=[O:6].[F:11][C:12]([Si](C)(C)C)([F:14])[F:13].[F-].C([N+](CCCC)(CCCC)CCCC)CCC. (9) The reactants are [CH3:1][NH:2][C:3]([C:5]1[NH:6][C:7]2[C:12]([C:13]=1[CH:14]=[CH2:15])=[CH:11][CH:10]=[CH:9][CH:8]=2)=[O:4]. The catalyst is C(OCC)(=O)C.[Pd]. The product is [CH2:14]([C:13]1[C:12]2[C:7](=[CH:8][CH:9]=[CH:10][CH:11]=2)[NH:6][C:5]=1[C:3]([NH:2][CH3:1])=[O:4])[CH3:15]. The yield is 0.900. (10) The reactants are [O:1]1[CH2:6][CH2:5]O[CH2:3][CH2:2]1.Br[C:8]1[CH:9]=[C:10]([CH:13]=[CH:14][C:15]=1[N:16]1[CH2:21][CH2:20][O:19][CH2:18][CH2:17]1)[CH:11]=[O:12].C([Sn](CCCC)(CCCC)C1OC=CC=1)CCC.[F-].[K+]. The catalyst is Cl[Pd](Cl)([P](C1C=CC=CC=1)(C1C=CC=CC=1)C1C=CC=CC=1)[P](C1C=CC=CC=1)(C1C=CC=CC=1)C1C=CC=CC=1.C(OCC)(=O)C. The product is [O:1]1[CH:6]=[CH:5][CH:3]=[C:2]1[C:8]1[CH:9]=[C:10]([CH:13]=[CH:14][C:15]=1[N:16]1[CH2:21][CH2:20][O:19][CH2:18][CH2:17]1)[CH:11]=[O:12]. The yield is 0.840.